From a dataset of Catalyst prediction with 721,799 reactions and 888 catalyst types from USPTO. Predict which catalyst facilitates the given reaction. (1) Reactant: [CH3:1][C:2]([C:7]1[CH:12]=[CH:11][CH:10]=[CH:9][C:8]=1[C:13]#[C:14][Si](CC)(CC)CC)([CH3:6])[C:3]([NH2:5])=[O:4].CCCC[N+](CCCC)(CCCC)CCCC.[F-].C([O-])(O)=O.[Na+]. Product: [C:13]([C:8]1[CH:9]=[CH:10][CH:11]=[CH:12][C:7]=1[C:2]([CH3:6])([CH3:1])[C:3]([NH2:5])=[O:4])#[CH:14]. The catalyst class is: 1. (2) Reactant: CC1C=CC(S(O[CH2:12][CH:13]2[O:18][C:17]3[CH:19]=[C:20]([F:23])[CH:21]=[CH:22][C:16]=3[O:15][CH2:14]2)(=O)=O)=CC=1.[NH:24]1[CH2:29][CH2:28][O:27][CH2:26][CH2:25]1. Product: [F:23][C:20]1[CH:21]=[CH:22][C:16]2[O:15][CH2:14][CH:13]([CH2:12][N:24]3[CH2:29][CH2:28][O:27][CH2:26][CH2:25]3)[O:18][C:17]=2[CH:19]=1. The catalyst class is: 10. (3) Reactant: [Cl:1][C:2]1[CH:3]=[C:4]([OH:8])[CH:5]=[CH:6][CH:7]=1.CCN(C(C)C)C(C)C.Cl[CH2:19][O:20][CH3:21]. Product: [Cl:1][C:2]1[CH:7]=[CH:6][CH:5]=[C:4]([O:8][CH2:19][O:20][CH3:21])[CH:3]=1. The catalyst class is: 2. (4) Reactant: [CH3:1][C:2]1[CH:3]=[N:4][N:5]([C:7]2[CH:12]=[CH:11][N:10]=[CH:9][C:8]=2[N:13]2[CH2:23][CH2:22][C:16]3([C:20](=[O:21])[NH:19][CH2:18][CH2:17]3)[CH2:15][CH2:14]2)[CH:6]=1.[CH3:24]N(C=O)C.[H-].[Na+].CI. Product: [CH3:24][N:19]1[CH2:18][CH2:17][C:16]2([CH2:15][CH2:14][N:13]([C:8]3[CH:9]=[N:10][CH:11]=[CH:12][C:7]=3[N:5]3[CH:6]=[C:2]([CH3:1])[CH:3]=[N:4]3)[CH2:23][CH2:22]2)[C:20]1=[O:21]. The catalyst class is: 6. (5) Reactant: [O:1]=[C:2]1[CH2:6][CH2:5][CH2:4][N:3]1[C:7]1[CH:8]=[C:9]([C:16]([N:18]([CH2:22][CH2:23][CH3:24])[CH2:19][CH2:20][CH3:21])=[O:17])[CH:10]=[C:11]([CH:15]=1)[C:12](O)=[O:13].CCN=C=NCCCN(C)C.Cl.C1C=CC2N(O)N=NC=2C=1.C(N1CCOCC1)C.Cl.Cl.[NH2:57][C@@H:58]([CH2:74][C:75]1[CH:80]=[CH:79][CH:78]=[CH:77][CH:76]=1)[C@H:59]([OH:73])[CH2:60][NH:61][C@@H:62]([CH3:72])[C:63]([NH:65][CH:66]1[CH2:71][CH2:70][CH2:69][CH2:68][CH2:67]1)=[O:64]. Product: [CH2:74]([C@H:58]([NH:57][C:12](=[O:13])[C:11]1[CH:15]=[C:7]([N:3]2[CH2:4][CH2:5][CH2:6][C:2]2=[O:1])[CH:8]=[C:9]([C:16]([N:18]([CH2:22][CH2:23][CH3:24])[CH2:19][CH2:20][CH3:21])=[O:17])[CH:10]=1)[C@H:59]([OH:73])[CH2:60][NH:61][C@H:62]([C:63](=[O:64])[NH:65][CH:66]1[CH2:71][CH2:70][CH2:69][CH2:68][CH2:67]1)[CH3:72])[C:75]1[CH:76]=[CH:77][CH:78]=[CH:79][CH:80]=1. The catalyst class is: 3. (6) Reactant: [CH3:1][O:2][C:3](=[O:25])[CH:4]([O:6][C:7]1[CH:12]=[CH:11][C:10]([O:13][C:14](=[O:24])[CH2:15][O:16]CC2C=CC=CC=2)=[CH:9][CH:8]=1)[CH3:5]. Product: [CH3:1][O:2][C:3](=[O:25])[CH:4]([O:6][C:7]1[CH:12]=[CH:11][C:10]([O:13][C:14](=[O:24])[CH2:15][OH:16])=[CH:9][CH:8]=1)[CH3:5]. The catalyst class is: 19. (7) Reactant: [NH2:1][C:2]1[N:10]=[CH:9][N:8]=[C:7]2[C:3]=1[N:4]=[C:5]([CH:39]=[CH2:40])[N:6]2[C:11]1[CH:16]=[CH:15][C:14]([NH:17][C:18]([NH:20][C:21]2[CH:26]=[C:25]([C:27]([F:30])([F:29])[F:28])[CH:24]=[C:23]([CH2:31][N:32]3[CH2:37][CH2:36][N:35]([CH3:38])[CH2:34][CH2:33]3)[CH:22]=2)=[O:19])=[CH:13][CH:12]=1.[H][H]. Product: [NH2:1][C:2]1[N:10]=[CH:9][N:8]=[C:7]2[C:3]=1[N:4]=[C:5]([CH2:39][CH3:40])[N:6]2[C:11]1[CH:16]=[CH:15][C:14]([NH:17][C:18]([NH:20][C:21]2[CH:26]=[C:25]([C:27]([F:29])([F:30])[F:28])[CH:24]=[C:23]([CH2:31][N:32]3[CH2:33][CH2:34][N:35]([CH3:38])[CH2:36][CH2:37]3)[CH:22]=2)=[O:19])=[CH:13][CH:12]=1. The catalyst class is: 129.